Dataset: Forward reaction prediction with 1.9M reactions from USPTO patents (1976-2016). Task: Predict the product of the given reaction. (1) Given the reactants [C:1]([C:3]1[CH:12]=[CH:11][C:6]([O:7][CH2:8][CH2:9][OH:10])=[CH:5][CH:4]=1)#[CH:2].Br[C:14]1[CH:19]=[CH:18][C:17]([Br:20])=[CH:16][N:15]=1, predict the reaction product. The product is: [Br:20][C:17]1[CH:18]=[CH:19][C:14]([C:2]#[C:1][C:3]2[CH:12]=[CH:11][C:6]([O:7][CH2:8][CH2:9][OH:10])=[CH:5][CH:4]=2)=[N:15][CH:16]=1. (2) Given the reactants [N:1]1[CH:6]=[CH:5][CH:4]=[CH:3][C:2]=1[NH2:7].[NH2:8][C:9]1[C:10]([C:16](O)=[O:17])=[N:11][C:12]([Cl:15])=[CH:13][N:14]=1, predict the reaction product. The product is: [NH2:8][C:9]1[C:10]([C:16]([NH:7][C:2]2[CH:3]=[CH:4][CH:5]=[CH:6][N:1]=2)=[O:17])=[N:11][C:12]([Cl:15])=[CH:13][N:14]=1. (3) Given the reactants [C:1]([NH:4][CH:5]([C:10]1[CH:15]=[CH:14][CH:13]=[CH:12][C:11]=1[O:16][CH2:17][C:18]1[CH:23]=[CH:22][CH:21]=[C:20](Cl)[CH:19]=1)[C:6]([O:8][CH3:9])=[O:7])(=[O:3])[CH3:2].[C:25]([NH:32][CH2:33][C:34]1[CH:35]=[C:36](B2OC(C)(C)C(C)(C)O2)[CH:37]=[CH:38][CH:39]=1)([O:27][C:28]([CH3:31])([CH3:30])[CH3:29])=[O:26].CC(C1C=C(C(C)C)C(C2C=CC=CC=2P(C2CCCCC2)C2CCCCC2)=C(C(C)C)C=1)C.[F-].[Cs+], predict the reaction product. The product is: [C:1]([NH:4][CH:5]([C:10]1[CH:15]=[CH:14][CH:13]=[CH:12][C:11]=1[O:16][CH2:17][C:18]1[CH:19]=[C:20]([C:36]2[CH:37]=[CH:38][CH:39]=[C:34]([CH2:33][NH:32][C:25]([O:27][C:28]([CH3:31])([CH3:30])[CH3:29])=[O:26])[CH:35]=2)[CH:21]=[CH:22][CH:23]=1)[C:6]([O:8][CH3:9])=[O:7])(=[O:3])[CH3:2]. (4) Given the reactants [H-].[Na+].[CH3:3][C:4]12[C:16]3[C:8](=[CH:9][C:10]([NH:17][C:18]4[CH:28]=[CH:27][C:21]([C:22]([O:24][CH2:25][CH3:26])=[O:23])=[CH:20][CH:19]=4)=[CH:11][C:12]=3[CH2:13][CH2:14][CH2:15]1)[CH2:7][CH2:6][CH2:5]2.Br[CH2:30][CH:31]1[CH2:33][CH2:32]1.[Cl-].[NH4+], predict the reaction product. The product is: [CH:31]1([CH2:30][N:17]([C:10]2[CH:9]=[C:8]3[C:16]4[C:4]([CH3:3])([CH2:5][CH2:6][CH2:7]3)[CH2:15][CH2:14][CH2:13][C:12]=4[CH:11]=2)[C:18]2[CH:19]=[CH:20][C:21]([C:22]([O:24][CH2:25][CH3:26])=[O:23])=[CH:27][CH:28]=2)[CH2:33][CH2:32]1.